The task is: Predict the product of the given reaction.. This data is from Forward reaction prediction with 1.9M reactions from USPTO patents (1976-2016). (1) Given the reactants [Br:1][C:2]1[CH:9]=[CH:8][C:5]([CH:6]=[O:7])=[C:4]([F:10])[CH:3]=1.C[Si]([C:15]([F:18])([F:17])[F:16])(C)C.[F-].C([N+](CCCC)(CCCC)CCCC)CCC, predict the reaction product. The product is: [Br:1][C:2]1[CH:9]=[CH:8][C:5]([CH:6]([OH:7])[C:15]([F:18])([F:17])[F:16])=[C:4]([F:10])[CH:3]=1. (2) Given the reactants [Si:1]([O:8][CH2:9][CH:10]1[C:15](=[O:16])[CH2:14][CH2:13][N:12]([C:17]([O:19][C:20]([CH3:23])([CH3:22])[CH3:21])=[O:18])[CH2:11]1)([C:4]([CH3:7])([CH3:6])[CH3:5])([CH3:3])[CH3:2].[C:24]1([Mg]Cl)[CH:29]=[CH:28][CH:27]=[CH:26][CH:25]=1, predict the reaction product. The product is: [Si:1]([O:8][CH2:9][CH:10]1[C:15]([OH:16])([C:24]2[CH:29]=[CH:28][CH:27]=[CH:26][CH:25]=2)[CH2:14][CH2:13][N:12]([C:17]([O:19][C:20]([CH3:23])([CH3:22])[CH3:21])=[O:18])[CH2:11]1)([C:4]([CH3:7])([CH3:6])[CH3:5])([CH3:3])[CH3:2]. (3) Given the reactants [CH2:1]([C:4]1[CH:5]=[N:6][C:7]([N:10]2[CH2:15][CH2:14][CH:13]([CH2:16][C:17]3[O:18][C:19]4[CH:25]=[C:24]([C:26]5[CH2:31][CH2:30][N:29](C(OC(C)(C)C)=O)[CH2:28][CH:27]=5)[CH:23]=[CH:22][C:20]=4[N:21]=3)[CH2:12][CH2:11]2)=[N:8][CH:9]=1)[CH2:2][CH3:3].C(O)(C(F)(F)F)=O.C(C1C=NC(N2CCC(OC3SC4C=C(C5CCNCC=5)C=CC=4N=3)CC2)=NC=1)CC, predict the reaction product. The product is: [CH2:1]([C:4]1[CH:5]=[N:6][C:7]([N:10]2[CH2:15][CH2:14][CH:13]([CH2:16][C:17]3[O:18][C:19]4[CH:25]=[C:24]([C:26]5[CH2:31][CH2:30][NH:29][CH2:28][CH:27]=5)[CH:23]=[CH:22][C:20]=4[N:21]=3)[CH2:12][CH2:11]2)=[N:8][CH:9]=1)[CH2:2][CH3:3]. (4) Given the reactants [C:1]([O:5][C:6]([N:8]1[CH2:13][CH2:12][C:11]2[N:14]([CH2:20][O:21][CH2:22][CH2:23][Si:24]([CH3:27])([CH3:26])[CH3:25])[N:15]=[C:16](B(O)O)[C:10]=2[CH2:9]1)=[O:7])([CH3:4])([CH3:3])[CH3:2].Br[C:29]1[S:33][N:32]=[CH:31][CH:30]=1.CC(C1C=C(C(C)C)C(C2C=CC=CC=2P(C2CCCCC2)C2CCCCC2)=C(C(C)C)C=1)C.C([O-])([O-])=O.[Na+].[Na+], predict the reaction product. The product is: [S:33]1[C:29]([C:16]2[C:10]3[CH2:9][N:8]([C:6]([O:5][C:1]([CH3:4])([CH3:3])[CH3:2])=[O:7])[CH2:13][CH2:12][C:11]=3[N:14]([CH2:20][O:21][CH2:22][CH2:23][Si:24]([CH3:27])([CH3:26])[CH3:25])[N:15]=2)=[CH:30][CH:31]=[N:32]1. (5) Given the reactants Cl[C:2]1[C:11]2[N:10]=[C:9]([O:12][CH3:13])[C:8](=[O:14])[N:7]([CH3:15])[C:6]=2[N:5]=[CH:4][N:3]=1.[NH:16]1[CH2:21][CH2:20][CH:19]([N:22]2[C:26]3[CH:27]=[CH:28][CH:29]=[CH:30][C:25]=3[NH:24][C:23]2=[O:31])[CH2:18][CH2:17]1.C(N(CC)CC)C, predict the reaction product. The product is: [CH3:13][O:12][C:9]1[C:8](=[O:14])[N:7]([CH3:15])[C:6]2[N:5]=[CH:4][N:3]=[C:2]([N:16]3[CH2:17][CH2:18][CH:19]([N:22]4[C:26]5[CH:27]=[CH:28][CH:29]=[CH:30][C:25]=5[NH:24][C:23]4=[O:31])[CH2:20][CH2:21]3)[C:11]=2[N:10]=1. (6) Given the reactants [Cl:1][C:2]1[C:11]2[C:6](=[C:7]([CH3:12])[CH:8]=[CH:9][CH:10]=2)[C:5]([C:13]([OH:15])=O)=[CH:4][N:3]=1.[CH2:16]1[C:19]2([CH2:24][CH2:23][NH:22][CH2:21][CH2:20]2)[CH2:18][O:17]1, predict the reaction product. The product is: [Cl:1][C:2]1[C:11]2[C:6](=[C:7]([CH3:12])[CH:8]=[CH:9][CH:10]=2)[C:5]([C:13]([N:22]2[CH2:23][CH2:24][C:19]3([CH2:16][O:17][CH2:18]3)[CH2:20][CH2:21]2)=[O:15])=[CH:4][N:3]=1. (7) Given the reactants N1[N:5]2[C:6](=[O:14])[C:7]3[N:8]([N:11]=[CH:12][CH:13]=3)[C:9](=O)[C:4]2=[CH:3][CH:2]=1.[F:15][C:16]([F:25])([F:24])[C:17]1C=CC(N)=C[CH:18]=1, predict the reaction product. The product is: [F:15][C:16]([F:25])([F:24])[C:17]1[CH:18]=[CH:9][C:4]([NH:5][C:6]([C:7]2[CH:13]=[CH:12][NH:11][N:8]=2)=[O:14])=[CH:3][CH:2]=1. (8) Given the reactants [CH3:1][O:2][C:3]([C:5]1[CH:6]=[C:7]([NH2:12])[C:8]([NH2:11])=[CH:9][CH:10]=1)=[O:4].N1C=CC=CC=1.[C:19]([C:21]1[CH:22]=[C:23]([CH:27]=[CH:28][CH:29]=1)[C:24](Cl)=[O:25])#[N:20], predict the reaction product. The product is: [CH3:1][O:2][C:3]([C:5]1[CH:6]=[C:7]([NH:12][C:24](=[O:25])[C:23]2[CH:27]=[CH:28][CH:29]=[C:21]([C:19]#[N:20])[CH:22]=2)[C:8]([NH2:11])=[CH:9][CH:10]=1)=[O:4]. (9) Given the reactants [CH3:1][N:2]([CH2:4][C:5]1[C:13]2[O:12][N:11]=[C:10]([CH2:14][CH2:15][CH:16]3[CH2:21][CH2:20][N:19]([CH2:22][C:23]4[CH:28]=[CH:27][CH:26]=[C:25]([CH:29]5[CH2:31][CH2:30]5)[N:24]=4)[CH2:18][CH2:17]3)[C:9]=2[CH:8]=[CH:7][C:6]=1[O:32][CH2:33][CH:34]1[CH2:36][CH2:35]1)[CH3:3].[ClH:37], predict the reaction product. The product is: [ClH:37].[ClH:37].[CH3:1][N:2]([CH2:4][C:5]1[C:13]2[O:12][N:11]=[C:10]([CH2:14][CH2:15][CH:16]3[CH2:17][CH2:18][N:19]([CH2:22][C:23]4[CH:28]=[CH:27][CH:26]=[C:25]([CH:29]5[CH2:30][CH2:31]5)[N:24]=4)[CH2:20][CH2:21]3)[C:9]=2[CH:8]=[CH:7][C:6]=1[O:32][CH2:33][CH:34]1[CH2:35][CH2:36]1)[CH3:3]. (10) Given the reactants Br[C:2]1[C:7]2[O:8][C:9]3[C:14]([Br:15])=[CH:13][CH:12]=[CH:11][C:10]=3[C:6]=2[CH:5]=[CH:4][CH:3]=1.[C:16]1([C:35]2[CH:40]=[CH:39][CH:38]=[CH:37][CH:36]=2)[CH:21]=[CH:20][C:19]([NH:22][C:23]2[CH:28]=[CH:27][C:26]([C:29]3[CH:34]=[CH:33][CH:32]=[CH:31][CH:30]=3)=[CH:25][CH:24]=2)=[CH:18][CH:17]=1.CC(C)([O-])C.[Na+].C1(N(C2CCCCC2)C2CCCCC2)CCCCC1.C1(C)C=C(C)C=C(C)C=1, predict the reaction product. The product is: [C:26]1([C:29]2[CH:30]=[CH:31][CH:32]=[CH:33][CH:34]=2)[CH:25]=[CH:24][C:23]([N:22]([C:19]2[CH:20]=[CH:21][C:16]([C:35]3[CH:40]=[CH:39][CH:38]=[CH:37][CH:36]=3)=[CH:17][CH:18]=2)[C:2]2[C:7]3[O:8][C:9]4[C:14]([Br:15])=[CH:13][CH:12]=[CH:11][C:10]=4[C:6]=3[CH:5]=[CH:4][CH:3]=2)=[CH:28][CH:27]=1.